Dataset: Forward reaction prediction with 1.9M reactions from USPTO patents (1976-2016). Task: Predict the product of the given reaction. (1) Given the reactants C(OC([N:11]1[CH2:15][CH2:14][C@@H:13]([NH:16][C:17]2[C:22]([C:23]3[N:24]=[C:25]4[CH:31]=[CH:30][N:29]([CH2:32][O:33][CH2:34][CH2:35][Si:36]([CH3:39])([CH3:38])[CH3:37])[C:26]4=[N:27][CH:28]=3)=[CH:21][CH:20]=[CH:19][N:18]=2)[CH2:12]1)=O)C1C=CC=CC=1, predict the reaction product. The product is: [NH:11]1[CH2:15][CH2:14][C@@H:13]([NH:16][C:17]2[C:22]([C:23]3[N:24]=[C:25]4[CH:31]=[CH:30][N:29]([CH2:32][O:33][CH2:34][CH2:35][Si:36]([CH3:39])([CH3:38])[CH3:37])[C:26]4=[N:27][CH:28]=3)=[CH:21][CH:20]=[CH:19][N:18]=2)[CH2:12]1. (2) The product is: [CH2:1]([C:3]1[CH:4]=[N:5][N:6]2[CH:11]=[C:10]([C:12]3[CH:17]=[CH:16][CH:15]=[CH:14][CH:13]=3)[C:9]([C:18]3[CH:25]=[CH:24][C:21]([CH2:22][N:27]4[CH2:28][CH:29]([C:31]5[N:32]=[C:33]([C:36]6[CH:41]=[CH:40][CH:39]=[C:38]([CH3:42])[N:37]=6)[NH:34][N:35]=5)[CH2:30]4)=[CH:20][CH:19]=3)=[N:8][C:7]=12)[CH3:2]. Given the reactants [CH2:1]([C:3]1[CH:4]=[N:5][N:6]2[CH:11]=[C:10]([C:12]3[CH:17]=[CH:16][CH:15]=[CH:14][CH:13]=3)[C:9]([C:18]3[CH:25]=[CH:24][C:21]([CH:22]=O)=[CH:20][CH:19]=3)=[N:8][C:7]=12)[CH3:2].Cl.[NH:27]1[CH2:30][CH:29]([C:31]2[N:32]=[C:33]([C:36]3[CH:41]=[CH:40][CH:39]=[C:38]([CH3:42])[N:37]=3)[NH:34][N:35]=2)[CH2:28]1.C(N(CC)CC)C.C(O[BH-](OC(=O)C)OC(=O)C)(=O)C.[Na+], predict the reaction product. (3) Given the reactants [F:1][C:2]1[C:3]([CH2:9][N:10]2[C:14]3=[N:15][CH:16]=[C:17]([F:19])[CH:18]=[C:13]3[C:12]([C:20]3[N:21]=[N:22][C:23]4[C:28]([CH3:30])([CH3:29])[C:27](=[O:31])[N:26](COCC[Si](C)(C)C)[C:24]=4[N:25]=3)=[N:11]2)=[N:4][CH:5]=[C:6]([F:8])[CH:7]=1.FC(F)(F)C(O)=O, predict the reaction product. The product is: [F:1][C:2]1[C:3]([CH2:9][N:10]2[C:14]3=[N:15][CH:16]=[C:17]([F:19])[CH:18]=[C:13]3[C:12]([C:20]3[N:21]=[N:22][C:23]4[C:28]([CH3:29])([CH3:30])[C:27](=[O:31])[NH:26][C:24]=4[N:25]=3)=[N:11]2)=[N:4][CH:5]=[C:6]([F:8])[CH:7]=1.